This data is from Catalyst prediction with 721,799 reactions and 888 catalyst types from USPTO. The task is: Predict which catalyst facilitates the given reaction. (1) Reactant: [CH3:1][NH:2][CH3:3].C[Al](C)C.C[O:9][C:10](=O)[C:11]1[CH:16]=[CH:15][C:14]([OH:17])=[C:13]([NH:18][C:19](=[O:38])[CH2:20][O:21][C:22]2[CH:27]=[CH:26][C:25]([C:28]34[CH2:37][CH:32]5[CH2:33][CH:34]([CH2:36][CH:30]([CH2:31]5)[CH2:29]3)[CH2:35]4)=[CH:24][CH:23]=2)[CH:12]=1.Cl. Product: [C:28]12([C:25]3[CH:26]=[CH:27][C:22]([O:21][CH2:20][C:19]([NH:18][C:13]4[CH:12]=[C:11]([CH:16]=[CH:15][C:14]=4[OH:17])[C:10]([N:2]([CH3:3])[CH3:1])=[O:9])=[O:38])=[CH:23][CH:24]=3)[CH2:35][CH:34]3[CH2:33][CH:32]([CH2:31][CH:30]([CH2:36]3)[CH2:29]1)[CH2:37]2. The catalyst class is: 11. (2) The catalyst class is: 10. Reactant: Cl.[CH:2]([N:5]1[C:13]2[C:8](=[CH:9][C:10]([C:14]3[O:18][N:17]=[C:16]([C:19]4[CH:28]=[CH:27][CH:26]=[C:25]5[C:20]=4[CH2:21][CH2:22][NH:23][CH2:24]5)[N:15]=3)=[CH:11][CH:12]=2)[CH:7]=[CH:6]1)([CH3:4])[CH3:3].[C:29]([O:33][CH2:34][CH3:35])(=[O:32])[CH:30]=[CH2:31].N1(C2CCCCCCCCCC2)CCCN=CCCCCC1.O. Product: [CH2:34]([O:33][C:29](=[O:32])[CH2:30][CH2:31][N:23]1[CH2:22][CH2:21][C:20]2[C:25](=[CH:26][CH:27]=[CH:28][C:19]=2[C:16]2[N:15]=[C:14]([C:10]3[CH:9]=[C:8]4[C:13](=[CH:12][CH:11]=3)[N:5]([CH:2]([CH3:4])[CH3:3])[CH:6]=[CH:7]4)[O:18][N:17]=2)[CH2:24]1)[CH3:35].